This data is from Forward reaction prediction with 1.9M reactions from USPTO patents (1976-2016). The task is: Predict the product of the given reaction. (1) Given the reactants [Br:1][C:2]1[CH:3]=[C:4]([CH2:8][C:9]([OH:11])=[O:10])[CH:5]=[N:6][CH:7]=1.[CH2:12](O)[CH3:13].S(=O)(=O)(O)O.C(=O)(O)[O-].[Na+], predict the reaction product. The product is: [CH2:12]([O:10][C:9](=[O:11])[CH2:8][C:4]1[CH:5]=[N:6][CH:7]=[C:2]([Br:1])[CH:3]=1)[CH3:13]. (2) Given the reactants [CH:1]1([C:4]2[N:8](C(OC(C)(C)C)=O)[C:7]3[CH:16]=[C:17]([C:27]4[C:28]([CH3:33])=[N:29][O:30][C:31]=4[CH3:32])[CH:18]=[C:19]([CH:20]([OH:26])[CH:21]4[CH2:25][CH2:24][CH2:23][O:22]4)[C:6]=3[N:5]=2)[CH2:3][CH2:2]1.C(O)(C(F)(F)F)=O, predict the reaction product. The product is: [CH:1]1([C:4]2[NH:8][C:7]3[CH:16]=[C:17]([C:27]4[C:28]([CH3:33])=[N:29][O:30][C:31]=4[CH3:32])[CH:18]=[C:19]([C@H:20]([C@@H:21]4[CH2:25][CH2:24][CH2:23][O:22]4)[OH:26])[C:6]=3[N:5]=2)[CH2:3][CH2:2]1.[CH:1]1([C:4]2[NH:8][C:7]3[CH:16]=[C:17]([C:27]4[C:28]([CH3:33])=[N:29][O:30][C:31]=4[CH3:32])[CH:18]=[C:19]([C@H:20]([C@H:21]4[CH2:25][CH2:24][CH2:23][O:22]4)[OH:26])[C:6]=3[N:5]=2)[CH2:3][CH2:2]1.